Dataset: Drug-target binding data from BindingDB using Ki measurements. Task: Regression. Given a target protein amino acid sequence and a drug SMILES string, predict the binding affinity score between them. We predict pKi (pKi = -log10(Ki in M); higher means stronger inhibition). Dataset: bindingdb_ki. (1) The drug is CC[C@H](C)CN(C[C@@H](O)[C@H](Cc1ccccc1)NC(=O)O[C@H]1CO[C@H]2OCC[C@@H]12)S(=O)(=O)c1ccc2ncsc2c1. The target protein sequence is PQITLWKRPIVTVKIGGQLREALLDTGADDTVLEDINLPGKWKPKMIVGIGGFVKVKQYEQVPIEICGKKAIGTVLVGPTPANIIGRNMLTQIGCTLNF. The pKi is 9.9. (2) The drug is CC(C)[C@H]1C(=O)N[C@H](CO)Cc2ccccc2N1C. The target protein (Q05655) has sequence MAPFLRIAFNSYELGSLQAEDEANQPFCAVKMKEALSTERGKTLVQKKPTMYPEWKSTFDAHIYEGRVIQIVLMRAAEEPVSEVTVGVSVLAERCKKNNGKAEFWLDLQPQAKVLMSVQYFLEDVDCKQSMRSEDEAKFPTMNRRGAIKQAKIHYIKNHEFIATFFGQPTFCSVCKDFVWGLNKQGYKCRQCNAAIHKKCIDKIIGRCTGTAANSRDTIFQKERFNIDMPHRFKVHNYMSPTFCDHCGSLLWGLVKQGLKCEDCGMNVHHKCREKVANLCGINQKLLAEALNQVTQRASRRSDSASSEPVGIYQGFEKKTGVAGEDMQDNSGTYGKIWEGSSKCNINNFIFHKVLGKGSFGKVLLGELKGRGEYFAIKALKKDVVLIDDDVECTMVEKRVLTLAAENPFLTHLICTFQTKDHLFFVMEFLNGGDLMYHIQDKGRFELYRATFYAAEIMCGLQFLHSKGIIYRDLKLDNVLLDRDGHIKIADFGMCKENIF.... The pKi is 5.8.